Dataset: Full USPTO retrosynthesis dataset with 1.9M reactions from patents (1976-2016). Task: Predict the reactants needed to synthesize the given product. Given the product [N+:3]([C:6]1[CH:7]=[N:8][N:9]([CH2:11][C:12]2[O:16][N:15]=[C:14]([C:17](=[O:19])[CH3:18])[CH:13]=2)[CH:10]=1)([O-:5])=[O:4], predict the reactants needed to synthesize it. The reactants are: N#N.[N+:3]([C:6]1[CH:7]=[N:8][N:9]([CH2:11][C:12]2[O:16][N:15]=[C:14]([CH:17]([OH:19])[CH3:18])[CH:13]=2)[CH:10]=1)([O-:5])=[O:4].